This data is from Reaction yield outcomes from USPTO patents with 853,638 reactions. The task is: Predict the reaction yield, written as a fraction of the theoretical maximum amount of product (1.0 means a 100% yield; for example, 0.34 means a 34% yield). (1) The reactants are [Br:1][C:2]1[CH:7]=[CH:6][C:5]([S:8](Cl)(=[O:10])=[O:9])=[C:4]([F:12])[CH:3]=1.[CH:13]1([NH2:17])[CH2:16][CH2:15][CH2:14]1. The catalyst is ClCCl. The product is [Br:1][C:2]1[CH:7]=[CH:6][C:5]([S:8]([NH:17][CH:13]2[CH2:16][CH2:15][CH2:14]2)(=[O:10])=[O:9])=[C:4]([F:12])[CH:3]=1. The yield is 0.430. (2) The reactants are C(O[C:4]([C:6]1[C:7]([C:11]2[NH:15][C:14]3[CH:16]=[CH:17][CH:18]=[CH:19][C:13]=3[N:12]=2)=[N:8][NH:9][CH:10]=1)=[O:5])C.[CH:20]([NH2:23])([CH3:22])[CH3:21].C[Al](C)C. The catalyst is O. The product is [CH:20]([NH:23][C:4]([C:6]1[C:7]([C:11]2[NH:12][C:13]3[CH:19]=[CH:18][CH:17]=[CH:16][C:14]=3[N:15]=2)=[N:8][NH:9][CH:10]=1)=[O:5])([CH3:22])[CH3:21]. The yield is 0.430. (3) The reactants are C[O:2][C:3](=[O:22])[C:4]1[CH:9]=[CH:8][C:7]([CH2:10][CH2:11][C:12]2[CH:21]=[CH:20][C:19]3[C:14](=[CH:15][CH:16]=[CH:17][CH:18]=3)[N:13]=2)=[CH:6][CH:5]=1.CO.[OH-].[Na+]. The catalyst is C1COCC1. The product is [N:13]1[C:14]2[C:19](=[CH:18][CH:17]=[CH:16][CH:15]=2)[CH:20]=[CH:21][C:12]=1[CH2:11][CH2:10][C:7]1[CH:6]=[CH:5][C:4]([C:3]([OH:22])=[O:2])=[CH:9][CH:8]=1. The yield is 0.860. (4) The product is [CH3:31][O:30]/[C:4](=[CH:5]\[C:6]1[C:11]2[S:12][CH:13]=[CH:14][C:10]=2[C:9]([O:15][CH2:16][CH2:17][C:18]2[N:19]=[C:20]([C:24]3[CH:29]=[CH:28][CH:27]=[CH:26][CH:25]=3)[O:21][C:22]=2[CH3:23])=[CH:8][CH:7]=1)/[C:3]([OH:32])=[O:2]. The catalyst is CO.O. The reactants are C[O:2][C:3](=[O:32])/[C:4](/[O:30][CH3:31])=[CH:5]/[C:6]1[C:11]2[S:12][CH:13]=[CH:14][C:10]=2[C:9]([O:15][CH2:16][CH2:17][C:18]2[N:19]=[C:20]([C:24]3[CH:29]=[CH:28][CH:27]=[CH:26][CH:25]=3)[O:21][C:22]=2[CH3:23])=[CH:8][CH:7]=1.[OH-].[K+].Cl. The yield is 0.950. (5) The reactants are [CH3:1][N:2]1[C:14]2[CH2:13][CH2:12][C@@H:11]([NH:15][C:16](=[O:22])[O:17][C:18]([CH3:21])([CH3:20])[CH3:19])[CH2:10][C:9]=2[C:8]2[C:3]1=[CH:4][CH:5]=[C:6]([S:23]([C:26]1[CH:31]=[CH:30][CH:29]=[CH:28][CH:27]=1)(=[O:25])=[O:24])[CH:7]=2.[H-].[Na+].[CH3:34]I. The catalyst is CN(C=O)C. The product is [CH3:34][N:15]([C@H:11]1[CH2:10][C:9]2[C:8]3[C:3](=[CH:4][CH:5]=[C:6]([S:23]([C:26]4[CH:31]=[CH:30][CH:29]=[CH:28][CH:27]=4)(=[O:25])=[O:24])[CH:7]=3)[N:2]([CH3:1])[C:14]=2[CH2:13][CH2:12]1)[C:16](=[O:22])[O:17][C:18]([CH3:21])([CH3:19])[CH3:20]. The yield is 0.760. (6) The reactants are [CH:1]1([C:4]#[C:5][Si:6]([CH3:9])([CH3:8])[CH3:7])[CH2:3][CH2:2]1.[Li][CH2:11]CCC.S(OC)(OC)(=O)=O. The catalyst is CCOCC. The product is [CH3:7][Si:6]([CH3:9])([CH3:8])[C:5]#[C:4][C:1]1([CH3:11])[CH2:3][CH2:2]1. The yield is 0.520.